This data is from Forward reaction prediction with 1.9M reactions from USPTO patents (1976-2016). The task is: Predict the product of the given reaction. (1) Given the reactants [OH-].[Na+].C([O:5][C:6](=[O:23])[CH2:7][O:8][C:9]1[CH:14]=[CH:13][C:12]([CH:15]=[CH:16][C:17]2[CH:22]=[CH:21][CH:20]=[CH:19][CH:18]=2)=[CH:11][CH:10]=1)C.Cl, predict the reaction product. The product is: [CH:15]([C:12]1[CH:11]=[CH:10][C:9]([O:8][CH2:7][C:6]([OH:23])=[O:5])=[CH:14][CH:13]=1)=[CH:16][C:17]1[CH:18]=[CH:19][CH:20]=[CH:21][CH:22]=1. (2) Given the reactants [CH2:1]([O:3][C:4]1[C:13]2[C:8](=[CH:9][CH:10]=[CH:11][CH:12]=2)[C:7]([O:14][CH2:15][C:16]2[CH:21]=[CH:20][CH:19]=[CH:18][CH:17]=2)=[C:6]([C:22]([O:24]CC)=[O:23])[C:5]=1[C:27]([O:29]CC)=[O:28])[CH3:2].[OH-].[Na+], predict the reaction product. The product is: [CH2:1]([O:3][C:4]1[C:13]2[C:8](=[CH:9][CH:10]=[CH:11][CH:12]=2)[C:7]([O:14][CH2:15][C:16]2[CH:17]=[CH:18][CH:19]=[CH:20][CH:21]=2)=[C:6]([C:22]([OH:24])=[O:23])[C:5]=1[C:27]([OH:29])=[O:28])[CH3:2]. (3) Given the reactants Br[C:2]1[CH:3]=[C:4]([CH:8]([O:19][CH:20]2[CH2:25][CH2:24][N:23]([CH3:26])[CH2:22][CH2:21]2)[C:9]2[NH:13][C:12]3[CH:14]=[CH:15][C:16]([F:18])=[CH:17][C:11]=3[N:10]=2)[CH:5]=[CH:6][CH:7]=1.CC1(C)C2C(=C(P(C3C=CC=CC=3)C3C=CC=CC=3)C=CC=2)OC2C(P(C3C=CC=CC=3)C3C=CC=CC=3)=CC=CC1=2.[C:69]([O:73][C:74](=[O:79])[NH:75][CH2:76][CH2:77][SH:78])([CH3:72])([CH3:71])[CH3:70].C(N(C(C)C)CC)(C)C, predict the reaction product. The product is: [C:69]([O:73][C:74](=[O:79])[NH:75][CH2:76][CH2:77][S:78][C:2]1[CH:7]=[CH:6][CH:5]=[C:4]([CH:8]([C:9]2[NH:13][C:12]3[CH:14]=[CH:15][C:16]([F:18])=[CH:17][C:11]=3[N:10]=2)[O:19][CH:20]2[CH2:25][CH2:24][N:23]([CH3:26])[CH2:22][CH2:21]2)[CH:3]=1)([CH3:72])([CH3:70])[CH3:71]. (4) Given the reactants C(OC(=O)[NH:7][CH:8]([CH:11]([OH:24])[C:12](=[NH:23])[NH:13][O:14][C:15](=O)[C:16]1[CH:21]=[CH:20][CH:19]=[CH:18][CH:17]=1)[CH2:9][CH3:10])(C)(C)C.FC(F)(F)C(O)=O, predict the reaction product. The product is: [NH2:7][CH:8]([CH2:9][CH3:10])[CH:11]([C:12]1[N:23]=[C:15]([C:16]2[CH:21]=[CH:20][CH:19]=[CH:18][CH:17]=2)[O:14][N:13]=1)[OH:24].